The task is: Predict the reactants needed to synthesize the given product.. This data is from Full USPTO retrosynthesis dataset with 1.9M reactions from patents (1976-2016). (1) Given the product [I:1][C:2]1[C:10]2[C:5](=[CH:6][C:7]([S:12][C:13]3[CH:22]=[CH:21][CH:20]=[CH:19][C:14]=3[C:15]([NH:17][CH3:18])=[O:16])=[CH:8][CH:9]=2)[NH:4][N:3]=1, predict the reactants needed to synthesize it. The reactants are: [I:1][C:2]1[C:10]2[C:5](=[CH:6][C:7](I)=[CH:8][CH:9]=2)[NH:4][N:3]=1.[SH:12][C:13]1[CH:22]=[CH:21][CH:20]=[CH:19][C:14]=1[C:15]([NH:17][CH3:18])=[O:16]. (2) Given the product [CH3:1][CH:2]([C:7]1[CH:8]=[CH:9][C:10]([NH:13][C:14](=[O:31])[CH:15]([NH:19][C:20](=[O:30])[CH2:21][C:22]2[CH:27]=[C:26]([F:28])[CH:25]=[C:24]([F:29])[CH:23]=2)[CH2:16][CH2:17][CH3:18])=[N:11][CH:12]=1)[CH2:3][CH:4]([NH:35][CH2:34][C:33]([F:37])([F:36])[F:32])[CH3:5], predict the reactants needed to synthesize it. The reactants are: [CH3:1][CH:2]([C:7]1[CH:8]=[CH:9][C:10]([NH:13][C:14](=[O:31])[CH:15]([NH:19][C:20](=[O:30])[CH2:21][C:22]2[CH:27]=[C:26]([F:28])[CH:25]=[C:24]([F:29])[CH:23]=2)[CH2:16][CH2:17][CH3:18])=[N:11][CH:12]=1)[CH2:3][C:4](=O)[CH3:5].[F:32][C:33]([F:37])([F:36])[CH2:34][NH2:35].C([O-])(=O)C.[Na+].[BH3-]C#N.[Na+]. (3) Given the product [N:1]1([CH2:15][CH2:14][CH2:13][Br:12])[C:9]2[C:4](=[CH:5][CH:6]=[CH:7][CH:8]=2)[CH:3]=[CH:2]1, predict the reactants needed to synthesize it. The reactants are: [NH:1]1[C:9]2[C:4](=[CH:5][CH:6]=[CH:7][CH:8]=2)[CH:3]=[CH:2]1.[OH-].[K+].[Br:12][CH2:13][CH2:14][CH2:15]Br. (4) Given the product [CH:12]([C:4]1[CH:3]=[C:2]([C:14]#[N:15])[C:7]2[O:8][CH2:9][CH2:10][O:11][C:6]=2[CH:5]=1)=[O:13], predict the reactants needed to synthesize it. The reactants are: Br[C:2]1[C:7]2[O:8][CH2:9][CH2:10][O:11][C:6]=2[CH:5]=[C:4]([CH:12]=[O:13])[CH:3]=1.[C:14]([Cu])#[N:15]. (5) Given the product [OH:1][C:2]1[CH:7]=[CH:6][CH:5]=[CH:4][C:3]=1[S:8][CH2:9][CH2:10][CH2:11][C:12]([N:20]([CH2:19][C:18]1[CH:22]=[CH:23][CH:24]=[CH:25][C:17]=1[O:16][CH3:15])[CH3:21])=[O:14], predict the reactants needed to synthesize it. The reactants are: [OH:1][C:2]1[CH:7]=[CH:6][CH:5]=[CH:4][C:3]=1[S:8][CH2:9][CH2:10][CH2:11][C:12]([OH:14])=O.[CH3:15][O:16][C:17]1[CH:25]=[CH:24][CH:23]=[CH:22][C:18]=1[CH2:19][NH:20][CH3:21]. (6) The reactants are: [CH3:1][C:2]1([C:7]2[O:11][C:10]([CH2:12][N:13]3[CH:17]=[C:16]([NH2:18])[CH:15]=[N:14]3)=[CH:9][CH:8]=2)[O:6]CCO1.[Cl:19][C:20]1[CH:21]=[C:22]([C:26]2[O:30][CH:29]=[N:28][C:27]=2[C:31](O)=[O:32])[CH:23]=[CH:24][CH:25]=1. Given the product [C:2]([C:7]1[O:11][C:10]([CH2:12][N:13]2[CH:17]=[C:16]([NH:18][C:31]([C:27]3[N:28]=[CH:29][O:30][C:26]=3[C:22]3[CH:23]=[CH:24][CH:25]=[C:20]([Cl:19])[CH:21]=3)=[O:32])[CH:15]=[N:14]2)=[CH:9][CH:8]=1)(=[O:6])[CH3:1], predict the reactants needed to synthesize it.